This data is from Catalyst prediction with 721,799 reactions and 888 catalyst types from USPTO. The task is: Predict which catalyst facilitates the given reaction. (1) Reactant: C[O:2][C:3]([C:5]1[S:6][C:7]([C:27]2[CH:32]=[CH:31][CH:30]=[CH:29][CH:28]=2)=[CH:8][C:9]=1[N:10]([CH:24]([CH3:26])[CH3:25])[C:11]([C@@H:13]1[CH2:18][CH2:17][C@@H:16]([CH3:19])[CH2:15][C@@H:14]1[O:20]C(=O)C)=[O:12])=[O:4].[Li+].[OH-]. Product: [CH:24]([N:10]([C:11]([C@@H:13]1[CH2:18][CH2:17][C@@H:16]([CH3:19])[CH2:15][C@@H:14]1[OH:20])=[O:12])[C:9]1[CH:8]=[C:7]([C:27]2[CH:32]=[CH:31][CH:30]=[CH:29][CH:28]=2)[S:6][C:5]=1[C:3]([OH:4])=[O:2])([CH3:26])[CH3:25]. The catalyst class is: 38. (2) The catalyst class is: 4. Product: [F:32][C:31]([F:34])([F:33])[C:29]([NH:19][C:13]1[CH:12]=[CH:11][C:10]2[C:15](=[CH:16][CH:17]=[CH:18][C:9]=2[OH:8])[CH:14]=1)=[O:30]. Reactant: [Si]([O:8][C:9]1[CH:18]=[CH:17][CH:16]=[C:15]2[C:10]=1[CH:11]=[CH:12][C:13]([NH2:19])=[CH:14]2)(C(C)(C)C)(C)C.CCN(C(C)C)C(C)C.[C:29](O[C:29]([C:31]([F:34])([F:33])[F:32])=[O:30])([C:31]([F:34])([F:33])[F:32])=[O:30].CCCC[N+](CCCC)(CCCC)CCCC.[F-]. (3) Reactant: [CH:1]([NH:4][C:5]1[S:6][C:7]2[CH:12]=[C:11]([C:13](OC)=[O:14])[N:10]=[CH:9][C:8]=2[N:17]=1)([CH3:3])[CH3:2].[H-].[H-].[H-].[H-].[Li+].[Al+3].CCOC(C)=O. Product: [CH:1]([NH:4][C:5]1[S:6][C:7]2[CH:12]=[C:11]([CH2:13][OH:14])[N:10]=[CH:9][C:8]=2[N:17]=1)([CH3:3])[CH3:2]. The catalyst class is: 1. (4) Reactant: [Cl:1][C:2]1[N:7]=[CH:6][C:5]([CH2:8][N:9]([CH2:17][CH3:18])[C:10]([NH:15][CH3:16])=[CH:11][N+:12]([O-:14])=[O:13])=[CH:4][CH:3]=1.[CH:19](=[O:24])[CH2:20][CH2:21][CH:22]=O.Cl. Product: [Cl:1][C:2]1[N:7]=[CH:6][C:5]([CH2:8][N:9]([CH2:17][CH3:18])[C:10]2[N:15]([CH3:16])[CH:22]3[O:24][CH:19]([C:11]=2[N+:12]([O-:14])=[O:13])[CH2:20][CH2:21]3)=[CH:4][CH:3]=1. The catalyst class is: 10. (5) Reactant: [Br:1][C:2]1[CH:7]=[CH:6][C:5]([F:8])=[C:4]([N+:9]([O-])=O)[C:3]=1[CH3:12].O.O.[Sn](Cl)Cl.Cl.C(=O)([O-])[O-].[K+].[K+]. Product: [Br:1][C:2]1[C:3]([CH3:12])=[C:4]([C:5]([F:8])=[CH:6][CH:7]=1)[NH2:9]. The catalyst class is: 5.